From a dataset of Catalyst prediction with 721,799 reactions and 888 catalyst types from USPTO. Predict which catalyst facilitates the given reaction. (1) The catalyst class is: 16. Reactant: O[C:2]1[C:7]2[C@@:8]3(O)[C@@:21]([O:25][CH3:26])([C@H:22](O)[CH2:23][C:6]=2[CH:5]=[C:4]([CH3:46])[C:3]=1[C:47]([O:49]C)=[O:48])[C:20](=[O:27])[C:19]1[C:10](=[CH:11][C:12]2[C:13](=[O:43])[C:14](NC4C(OC)C(O)C(OC)C(C)O4)=[CH:15][C:16](=[O:29])[C:17]=2[C:18]=1O)[C:9]3=[O:44].[Cl-].[Li+]. Product: [CH3:26][O:25][C:21]12[C:20](=[O:27])[C:19]3[C:10](=[CH:11][C:12]4[C:13](=[O:43])[CH:14]=[CH:15][C:16](=[O:29])[C:17]=4[CH:18]=3)[C:9](=[O:44])[CH:8]1[C:7]1[CH:2]=[C:3]([C:47]([OH:49])=[O:48])[C:4]([CH3:46])=[CH:5][C:6]=1[CH2:23][CH2:22]2. (2) Product: [Cl:1][C:2]1[CH:3]=[CH:4][C:5]([CH2:8][O:9][C:10]2[CH:15]=[CH:14][N:13]([C:16]3[CH:17]=[N:18][C:19]([N:30]4[CH2:31][CH2:32][C:28]5([CH2:24][N:25]([C:33]([O:35][C:36]([CH3:37])([CH3:38])[CH3:39])=[O:34])[CH2:26][CH2:27]5)[CH2:29]4)=[CH:20][CH:21]=3)[C:12](=[O:23])[CH:11]=2)=[N:6][CH:7]=1. The catalyst class is: 3. Reactant: [Cl:1][C:2]1[CH:3]=[CH:4][C:5]([CH2:8][O:9][C:10]2[CH:15]=[CH:14][N:13]([C:16]3[CH:17]=[N:18][C:19](F)=[CH:20][CH:21]=3)[C:12](=[O:23])[CH:11]=2)=[N:6][CH:7]=1.[CH2:24]1[C:28]2([CH2:32][CH2:31][NH:30][CH2:29]2)[CH2:27][CH2:26][N:25]1[C:33]([O:35][C:36]([CH3:39])([CH3:38])[CH3:37])=[O:34].C([O-])([O-])=O.[K+].[K+]. (3) Reactant: CC1C=C2C(=CC=1)N(O[S:12](O)(=O)=O)C(=O)C2.S[C:18]1[CH:19]=[C:20]2[C:24](=[CH:25][CH:26]=1)[NH:23][C:22](=O)[CH2:21]2.[CH2:28](I)[CH3:29].P([O-])([O-])(O)=O. Product: [CH2:28]([C:18]1[CH:19]=[C:20]2[C:24](=[CH:25][CH:26]=1)[NH:23][C:22](=[S:12])[CH2:21]2)[CH3:29]. The catalyst class is: 5.